From a dataset of Full USPTO retrosynthesis dataset with 1.9M reactions from patents (1976-2016). Predict the reactants needed to synthesize the given product. (1) Given the product [C:36]([O:44][C:45]1([CH2:23][C:24]2[CH:25]=[C:26]([O:34][CH3:35])[C:27]([O:32][CH3:33])=[C:28]([O:30][CH3:31])[CH:29]=2)[C:53]2[C:48](=[CH:49][CH:50]=[C:51]([Cl:54])[CH:52]=2)[N:47]([CH2:55][CH2:56][C:57]2[CH:58]=[CH:59][CH:60]=[CH:61][CH:62]=2)[C:46]1=[O:63])(=[O:43])[C:37]1[CH:42]=[CH:41][CH:40]=[CH:39][CH:38]=1, predict the reactants needed to synthesize it. The reactants are: C(OC1([CH2:23][C:24]2[CH:29]=[C:28]([O:30][CH3:31])[C:27]([O:32][CH3:33])=[C:26]([O:34][CH3:35])[CH:25]=2)C2C(=CC=C(C)C=2)N(CC)C1=O)(=O)C1C=CC=CC=1.[C:36]([O:44][CH:45]1[C:53]2[C:48](=[CH:49][CH:50]=[C:51]([Cl:54])[CH:52]=2)[N:47]([CH2:55][CH2:56][C:57]2[CH:62]=[CH:61][CH:60]=[CH:59][CH:58]=2)[C:46]1=[O:63])(=[O:43])[C:37]1[CH:42]=[CH:41][CH:40]=[CH:39][CH:38]=1. (2) Given the product [N:3]1([C:9]2[N:14]=[C:13]([O:15][C:16]3[CH:17]=[CH:18][C:19]([NH:22][C:23](=[O:29])[O:24][C:25]([CH3:27])([CH3:26])[CH3:28])=[CH:20][CH:21]=3)[CH:12]=[CH:11][N:10]=2)[CH:7]=[N:6][CH:5]=[N:4]1, predict the reactants needed to synthesize it. The reactants are: [H-].[Na+].[NH:3]1[CH:7]=[N:6][CH:5]=[N:4]1.Cl[C:9]1[N:14]=[C:13]([O:15][C:16]2[CH:21]=[CH:20][C:19]([NH:22][C:23](=[O:29])[O:24][C:25]([CH3:28])([CH3:27])[CH3:26])=[CH:18][CH:17]=2)[CH:12]=[CH:11][N:10]=1.O. (3) Given the product [BrH:15].[Br:15][CH:3]([C:2](=[O:1])[C:9]1[CH:14]=[CH:13][CH:12]=[CH:11][N:10]=1)[C:4]([O:6][CH2:7][CH3:8])=[O:5], predict the reactants needed to synthesize it. The reactants are: [O:1]=[C:2]([C:9]1[CH:14]=[CH:13][CH:12]=[CH:11][N:10]=1)[CH2:3][C:4]([O:6][CH2:7][CH3:8])=[O:5].[Br:15]Br. (4) Given the product [CH3:23][O:22][C:19]1[CH:18]=[CH:17][C:16]([N:15]2[C:11]([C:8]3[CH:9]=[CH:10][C:5]([OH:4])=[CH:6][CH:7]=3)=[CH:12][C:13]([S:24]([CH3:27])(=[O:26])=[O:25])=[N:14]2)=[CH:21][CH:20]=1, predict the reactants needed to synthesize it. The reactants are: COC[O:4][C:5]1[CH:10]=[CH:9][C:8]([C:11]2[N:15]([C:16]3[CH:21]=[CH:20][C:19]([O:22][CH3:23])=[CH:18][CH:17]=3)[N:14]=[C:13]([S:24]([CH3:27])(=[O:26])=[O:25])[CH:12]=2)=[CH:7][CH:6]=1.Cl. (5) The reactants are: C1CCC(N=C=NC2CCCCC2)CC1.[N+:16]([C:19]1[CH:24]=[C:23]([Cl:25])[C:22](Cl)=[CH:21][C:20]=1[CH2:27][C:28]([N:30]([CH3:49])[C@@H:31]1[C:40]2[C:35](=[CH:36][CH:37]=[C:38]([N+:41]([O-:43])=[O:42])[CH:39]=2)CC[C@H:32]1[N:44]1[CH2:48][CH2:47][CH2:46][CH2:45]1)=[O:29])([O-:18])=[O:17].[N+](C1C=CC=CC=1CC(O)=O)([O-])=O.N1C=CC=CC=1.Cl.O(CC)CC.Cl. Given the product [N+:16]([C:19]1[CH:24]=[CH:23][CH:22]=[CH:21][C:20]=1[CH2:27][C:28]([N:30]([CH3:49])[C@@H:31]([C:40]1[CH:35]=[CH:36][CH:37]=[C:38]([N+:41]([O-:43])=[O:42])[CH:39]=1)[CH2:32][N:44]1[CH2:45][CH2:46][CH2:47][CH2:48]1)=[O:29])([O-:18])=[O:17].[ClH:25], predict the reactants needed to synthesize it.